This data is from Catalyst prediction with 721,799 reactions and 888 catalyst types from USPTO. The task is: Predict which catalyst facilitates the given reaction. (1) Reactant: [C:1]([C:4]1[C:22](=[O:23])[C@@:8]2([CH3:24])[C:9]3[C:15]([OH:16])=[CH:14][C:13]([O:17][CH3:18])=[C:12]([C:19]([NH2:21])=[O:20])[C:10]=3[O:11][C:7]2=[CH:6][C:5]=1[OH:25])(=[O:3])[CH3:2].[Cl:26][C:27]1[CH:46]=[C:45]([Cl:47])[CH:44]=[CH:43][C:28]=1[CH2:29][O:30][C:31]1[C:38]([CH3:39])=[C:37]([CH3:40])[C:34]([CH:35]=O)=[C:33]([CH3:41])[C:32]=1[CH3:42].C([SiH](CC)CC)C.FC(F)(F)C(O)=O. Product: [C:1]([C:4]1[C:22](=[O:23])[C@@:8]2([CH3:24])[C:9]3[C:15]([OH:16])=[CH:14][C:13]([O:17][CH3:18])=[C:12]([C:19]([NH:21][CH2:35][C:34]4[C:33]([CH3:41])=[C:32]([CH3:42])[C:31]([O:30][CH2:29][C:28]5[CH:43]=[CH:44][C:45]([Cl:47])=[CH:46][C:27]=5[Cl:26])=[C:38]([CH3:39])[C:37]=4[CH3:40])=[O:20])[C:10]=3[O:11][C:7]2=[CH:6][C:5]=1[OH:25])(=[O:3])[CH3:2]. The catalyst class is: 10. (2) Reactant: [F:1][C:2]1[CH:7]=[CH:6][C:5]([S:8][CH2:9][CH:10]2[CH2:16][CH2:15][CH:14]3[CH:12]([CH2:13]3)[CH:11]2[C:17]([OH:19])=O)=[CH:4][CH:3]=1.C1CN([P+](O[N:37]2N=[N:44][C:39]3C=CC=C[C:38]2=3)(N2CCCC2)N2CCCC2)CC1.F[P-](F)(F)(F)(F)F.Cl.NCC#N.C(N(CC)CC)C.C(=O)([O-])O.[Na+]. Product: [C:38]([CH2:39][NH:44][C:17]([CH:11]1[CH:10]([CH2:9][S:8][C:5]2[CH:4]=[CH:3][C:2]([F:1])=[CH:7][CH:6]=2)[CH2:16][CH2:15][CH:14]2[CH:12]1[CH2:13]2)=[O:19])#[N:37]. The catalyst class is: 9. (3) Reactant: [P:1]([O-:19])([O:11][CH2:12]C1C=CC=CC=1)([O:3][CH2:4][C:5]1[CH:10]=[CH:9][CH:8]=[CH:7][CH:6]=1)=[O:2].[C:20](=[O:28])([O:24][CH:25]([CH3:27])[CH3:26])[O:21]CI.C(=O)([O-])[O-].[Cs+].[Cs+]. Product: [C:20](=[O:21])([O:24][CH:25]([CH3:27])[CH3:26])[O:28][CH2:12][O:11][P:1]([O:3][CH2:4][C:5]1[CH:6]=[CH:7][CH:8]=[CH:9][CH:10]=1)([OH:19])=[O:2]. The catalyst class is: 21. (4) Reactant: [Cl:1][C:2]1[CH:7]=[CH:6][C:5]([C:8]2[N:12]([CH2:13][C:14]3[CH:19]=[CH:18][CH:17]=[CH:16][C:15]=3[F:20])[C:11](=[O:21])[N:10]([CH2:22][C:23](O)=[O:24])[N:9]=2)=[CH:4][CH:3]=1.C1C=CC2N(O)N=NC=2C=1.C(Cl)CCl.[F:40][C:41]([F:52])([F:51])[C:42]1[CH:47]=[CH:46][CH:45]=[CH:44][C:43]=1[CH2:48][CH2:49][NH2:50]. Product: [Cl:1][C:2]1[CH:7]=[CH:6][C:5]([C:8]2[N:12]([CH2:13][C:14]3[CH:19]=[CH:18][CH:17]=[CH:16][C:15]=3[F:20])[C:11](=[O:21])[N:10]([CH2:22][C:23]([NH:50][CH2:49][CH2:48][C:43]3[CH:44]=[CH:45][CH:46]=[CH:47][C:42]=3[C:41]([F:40])([F:51])[F:52])=[O:24])[N:9]=2)=[CH:4][CH:3]=1. The catalyst class is: 3.